Dataset: NCI-60 drug combinations with 297,098 pairs across 59 cell lines. Task: Regression. Given two drug SMILES strings and cell line genomic features, predict the synergy score measuring deviation from expected non-interaction effect. (1) Drug 1: C1=NC(=NC(=O)N1C2C(C(C(O2)CO)O)O)N. Drug 2: C1CCC(C(C1)N)N.C(=O)(C(=O)[O-])[O-].[Pt+4]. Cell line: RPMI-8226. Synergy scores: CSS=76.5, Synergy_ZIP=-2.00, Synergy_Bliss=-2.36, Synergy_Loewe=-1.56, Synergy_HSA=2.19. (2) Drug 1: CC1C(C(CC(O1)OC2CC(CC3=C2C(=C4C(=C3O)C(=O)C5=C(C4=O)C(=CC=C5)OC)O)(C(=O)CO)O)N)O.Cl. Drug 2: N.N.Cl[Pt+2]Cl. Cell line: NCI-H226. Synergy scores: CSS=17.3, Synergy_ZIP=-4.83, Synergy_Bliss=-0.473, Synergy_Loewe=1.36, Synergy_HSA=2.27.